From a dataset of Full USPTO retrosynthesis dataset with 1.9M reactions from patents (1976-2016). Predict the reactants needed to synthesize the given product. (1) The reactants are: [C:1]([O:5][C:6]([NH:8][CH2:9][C:10]1[CH:24]=[CH:23][C:22]([Cl:25])=[CH:21][C:11]=1[CH2:12][NH:13][C:14](=[O:20])[C@@H:15]1[CH2:19][CH2:18][CH2:17][NH:16]1)=[O:7])([CH3:4])([CH3:3])[CH3:2].[C:26]([O:30][C:31]([C:33]1[CH:34]=[C:35]([C@H:39]([C:45]2[CH:50]=[CH:49][CH:48]=[CH:47][N:46]=2)[C@@H:40]([OH:44])[C:41](O)=[O:42])[CH:36]=[CH:37][CH:38]=1)=[O:32])([CH3:29])([CH3:28])[CH3:27].C1C=C2N=NN(O)C2=CC=1.O.C(Cl)CCl.C(N(C(C)C)CC)(C)C. Given the product [C:26]([O:30][C:31]([C:33]1[CH:34]=[C:35]([C@H:39]([C:45]2[CH:50]=[CH:49][CH:48]=[CH:47][N:46]=2)[C@@H:40]([OH:44])[C:41]([N:16]2[CH2:17][CH2:18][CH2:19][C@H:15]2[C:14]([NH:13][CH2:12][C:11]2[CH:21]=[C:22]([Cl:25])[CH:23]=[CH:24][C:10]=2[CH2:9][NH:8][C:6]([O:5][C:1]([CH3:4])([CH3:2])[CH3:3])=[O:7])=[O:20])=[O:42])[CH:36]=[CH:37][CH:38]=1)=[O:32])([CH3:29])([CH3:27])[CH3:28], predict the reactants needed to synthesize it. (2) The reactants are: [NH2:1][C:2]1[CH:9]=[CH:8][C:5]([C:6]#[N:7])=[C:4]([C:10]([F:13])([F:12])[F:11])[C:3]=1[CH3:14].C(N(CC)CC)C.[C:22]([O:25][CH2:26][C:27](Cl)=[O:28])(=[O:24])[CH3:23]. Given the product [C:22]([O:25][CH2:26][C:27]([NH:1][C:2]1[CH:9]=[CH:8][C:5]([C:6]#[N:7])=[C:4]([C:10]([F:11])([F:12])[F:13])[C:3]=1[CH3:14])=[O:28])(=[O:24])[CH3:23], predict the reactants needed to synthesize it. (3) Given the product [CH:19]([C:10]1[C:9]2[C:4](=[CH:5][CH:6]=[CH:7][CH:8]=2)[NH:3][CH:2]=1)=[O:20], predict the reactants needed to synthesize it. The reactants are: C[C:2]1[NH:3][C:4]2[C:9]([CH:10]=1)=[CH:8][C:7](OC)=[CH:6][CH:5]=2.[H-].[Na+].BrCCC[C:19](OC(C)(C)C)=[O:20]. (4) The reactants are: [CH3:1][N:2]([CH3:32])[CH2:3][CH2:4][CH2:5][NH:6]C(C1C=C(C2C=CC(CSCCOC3C=CC=CC=3)=CC=2)C=CC=1)=O.[O:33]([CH2:40][CH2:41][S:42][CH2:43][C:44]1[CH:49]=[CH:48][CH:47]=[CH:46][C:45]=1[C:50]1[CH:55]=[CH:54][C:53]([C:56]([OH:58])=O)=[CH:52][CH:51]=1)[C:34]1[CH:39]=[CH:38][CH:37]=[CH:36][CH:35]=1.CN(C)CCCN. Given the product [CH3:1][N:2]([CH3:32])[CH2:3][CH2:4][CH2:5][NH:6][C:56]([C:53]1[CH:54]=[CH:55][C:50]([C:45]2[CH:46]=[CH:47][CH:48]=[CH:49][C:44]=2[CH2:43][S:42][CH2:41][CH2:40][O:33][C:34]2[CH:35]=[CH:36][CH:37]=[CH:38][CH:39]=2)=[CH:51][CH:52]=1)=[O:58], predict the reactants needed to synthesize it. (5) Given the product [Cl:14][C:15]1[CH:16]=[C:17]([N+:22]([O-:24])=[O:23])[CH:18]=[CH:19][C:20]=1[S:1][C:2]1[CH:7]=[CH:6][CH:5]=[CH:4][N:3]=1, predict the reactants needed to synthesize it. The reactants are: [SH:1][C:2]1[CH:7]=[CH:6][CH:5]=[CH:4][N:3]=1.C(=O)([O-])[O-].[K+].[K+].[Cl:14][C:15]1[CH:16]=[C:17]([N+:22]([O-:24])=[O:23])[CH:18]=[CH:19][C:20]=1F. (6) The reactants are: [CH3:1][NH:2][C:3](=[O:5])[CH3:4].[H-].[Na+].[F:8][C:9]1[CH:16]=[CH:15][C:12]([CH2:13]Br)=[CH:11][CH:10]=1.[NH4+].[Cl-]. Given the product [CH3:1][N:2]([CH2:13][C:12]1[CH:15]=[CH:16][C:9]([F:8])=[CH:10][CH:11]=1)[C:3](=[O:5])[CH3:4], predict the reactants needed to synthesize it. (7) Given the product [CH:20]([C:17]1[CH:18]=[CH:19][C:14]([CH:10]2[C:9]3[C:8]([CH3:23])=[C:7]([NH:24][C:25](=[O:31])[CH2:26][C:27]([CH3:28])([CH3:30])[CH3:29])[C:6]([CH3:32])=[C:5]([C:2](=[O:1])[CH2:3][CH3:4])[C:13]=3[O:12][CH2:11]2)=[CH:15][CH:16]=1)([CH3:22])[CH3:21], predict the reactants needed to synthesize it. The reactants are: [OH:1][CH:2]([C:5]1[C:13]2[O:12][CH2:11][CH:10]([C:14]3[CH:19]=[CH:18][C:17]([CH:20]([CH3:22])[CH3:21])=[CH:16][CH:15]=3)[C:9]=2[C:8]([CH3:23])=[C:7]([NH:24][C:25](=[O:31])[CH2:26][C:27]([CH3:30])([CH3:29])[CH3:28])[C:6]=1[CH3:32])[CH2:3][CH3:4]. (8) Given the product [Br:1][C:2]1[CH:10]=[C:6]([OH:7])[CH:5]=[C:4]([CH2:11][CH2:12][OH:19])[CH:3]=1, predict the reactants needed to synthesize it. The reactants are: [Br:1][C:2]1[CH:3]=[C:4]([CH2:11][CH3:12])[C:5]2OC[O:7][C:6]=2[CH:10]=1.C([Li])CCC.C[O:19]C(C1N(C2C=CC=CC=2C(F)(F)F)S(=O)(=O)C2C=CC=CC=2C=1OS(C(F)(F)F)(=O)=O)=O. (9) Given the product [Cl:25][C:19]1[CH:18]=[C:17]([C:14]2[CH:15]=[CH:16][N:12]([CH2:11][C@H:10]([NH:9][C:6]([C:4]3[N:3]=[CH:2][O:1][CH:5]=3)=[O:8])[CH3:26])[N:13]=2)[CH:24]=[CH:23][C:20]=1[C:21]#[N:22], predict the reactants needed to synthesize it. The reactants are: [O:1]1[CH:5]=[C:4]([C:6]([OH:8])=O)[N:3]=[CH:2]1.[NH2:9][C@H:10]([CH3:26])[CH2:11][N:12]1[CH:16]=[CH:15][C:14]([C:17]2[CH:24]=[CH:23][C:20]([C:21]#[N:22])=[C:19]([Cl:25])[CH:18]=2)=[N:13]1. (10) Given the product [Cl:16][CH2:17][CH2:18][O:1][C:2]1[CH:9]=[CH:8][C:5]([CH:6]=[O:7])=[CH:4][CH:3]=1, predict the reactants needed to synthesize it. The reactants are: [OH:1][C:2]1[CH:9]=[CH:8][C:5]([CH:6]=[O:7])=[CH:4][CH:3]=1.C(=O)([O-])[O-].[Cs+].[Cs+].[Cl:16][CH2:17][CH2:18]I.O.